The task is: Regression. Given a peptide amino acid sequence and an MHC pseudo amino acid sequence, predict their binding affinity value. This is MHC class I binding data.. This data is from Peptide-MHC class I binding affinity with 185,985 pairs from IEDB/IMGT. (1) The peptide sequence is YIASIFMPR. The MHC is HLA-A24:02 with pseudo-sequence HLA-A24:02. The binding affinity (normalized) is 0.0847. (2) The peptide sequence is FPVTPQVPL. The MHC is HLA-B35:03 with pseudo-sequence HLA-B35:03. The binding affinity (normalized) is 0.915. (3) The peptide sequence is EAYCALLCK. The MHC is HLA-B57:01 with pseudo-sequence HLA-B57:01. The binding affinity (normalized) is 0.0847. (4) The peptide sequence is DTIVSRSSR. The MHC is HLA-A11:01 with pseudo-sequence HLA-A11:01. The binding affinity (normalized) is 0.